From a dataset of Reaction yield outcomes from USPTO patents with 853,638 reactions. Predict the reaction yield, written as a fraction of the theoretical maximum amount of product (1.0 means a 100% yield; for example, 0.34 means a 34% yield). (1) The yield is 0.830. The catalyst is CO.[Pd]. The reactants are [CH3:1][C:2]1[CH:3]=[CH:4][C:5]([N+:16]([O-])=O)=[C:6]([CH2:8][CH2:9][N:10]2[CH2:15][CH2:14][O:13][CH2:12][CH2:11]2)[CH:7]=1. The product is [CH3:1][C:2]1[CH:3]=[CH:4][C:5]([NH2:16])=[C:6]([CH2:8][CH2:9][N:10]2[CH2:15][CH2:14][O:13][CH2:12][CH2:11]2)[CH:7]=1. (2) The reactants are [NH2:1][C:2]1[CH:10]=[C:9]([CH3:11])[CH:8]=[C:7]([CH3:12])[C:3]=1[C:4]([NH2:6])=[O:5].C([Si](C)(C)[O:18][CH2:19][CH2:20][O:21][C:22]1[C:29]([CH3:30])=[CH:28][C:25]([CH:26]=O)=[CH:24][C:23]=1[CH3:31])(C)(C)C.S([O-])(O)=O.[Na+].C1(C)C=CC(S(O)(=O)=O)=CC=1.CCCC[N+](CCCC)(CCCC)CCCC.[F-]. The catalyst is CN(C)C(=O)C.O.C1COCC1.CO. The product is [OH:18][CH2:19][CH2:20][O:21][C:22]1[C:29]([CH3:30])=[CH:28][C:25]([C:26]2[NH:6][C:4](=[O:5])[C:3]3[C:2](=[CH:10][C:9]([CH3:11])=[CH:8][C:7]=3[CH3:12])[N:1]=2)=[CH:24][C:23]=1[CH3:31]. The yield is 0.240. (3) The reactants are [F:1][C:2]1[CH:3]=[CH:4][C:5]([OH:18])=[C:6]([C:8](=[O:17])[CH2:9][C:10]2[CH:15]=[CH:14][CH:13]=[C:12]([F:16])[CH:11]=2)[CH:7]=1.[C:19]([O-])(=O)[CH3:20].[Na+]. The catalyst is C(OC(=O)C)(=O)C. The product is [F:1][C:2]1[CH:7]=[C:6]2[C:5](=[CH:4][CH:3]=1)[O:18][C:19]([CH3:20])=[C:9]([C:10]1[CH:15]=[CH:14][CH:13]=[C:12]([F:16])[CH:11]=1)[C:8]2=[O:17]. The yield is 1.00. (4) The catalyst is C(Cl)Cl.CN(C=O)C.CN(C1C=CN=CC=1)C. The product is [CH:1]([C:4]1([C:10]([O:12][CH2:19][C:20]2[CH:25]=[CH:24][CH:23]=[CH:22][CH:21]=2)=[O:11])[CH2:8][CH2:7][C:6](=[O:9])[CH2:5]1)([CH3:3])[CH3:2]. The reactants are [CH:1]([C:4]1([C:10]([OH:12])=[O:11])[CH2:8][CH2:7][C:6](=[O:9])[CH2:5]1)([CH3:3])[CH3:2].C(Cl)(=O)C(Cl)=O.[CH2:19](O)[C:20]1[CH:25]=[CH:24][CH:23]=[CH:22][CH:21]=1.C(N(CC)CC)C. The yield is 0.730. (5) The reactants are [CH2:1]([S:3]([C:6]1[CH:7]=[CH:8][C:9](C)=[C:10]([NH:12][C:13]2[O:14][C:15]([C:18]3[CH:19]=[C:20]([OH:24])[CH:21]=[CH:22][CH:23]=3)=[CH:16][N:17]=2)[CH:11]=1)(=[O:5])=[O:4])[CH3:2].C[C:27](C)([O-:29])C.[K+].[Cl:32][C:33]1[N:38]=[C:37](Cl)[CH:36]=[CH:35][N:34]=1. The catalyst is C1COCC1.CN(C=O)C.C(OCC)C. The product is [Cl:32][C:33]1[N:38]=[C:37]([O:24][C:20]2[CH:19]=[C:18]([C:15]3[O:14][C:13]([NH:12][C:10]4[CH:11]=[C:6]([S:3]([CH2:1][CH3:2])(=[O:4])=[O:5])[CH:7]=[CH:8][C:9]=4[O:29][CH3:27])=[N:17][CH:16]=3)[CH:23]=[CH:22][CH:21]=2)[CH:36]=[CH:35][N:34]=1. The yield is 0.420. (6) The reactants are [CH3:1][C:2]1([CH3:12])[N:10]2[CH:5]([CH2:6][CH:7]=[CH:8][C:9]2=[O:11])[CH2:4][CH2:3]1.[N:13]([Si](C)(C)C)=[N+:14]=[N-:15].CC(O)=O.C1CCN2C(=NCCC2)CC1. The catalyst is C1(C)C=CC=CC=1. The product is [N:13]([C:7]1[CH:6]=[C:5]2[N:10]([C:2]([CH3:12])([CH3:1])[CH2:3][CH2:4]2)[C:9](=[O:11])[CH:8]=1)=[N+:14]=[N-:15]. The yield is 0.850.